This data is from Full USPTO retrosynthesis dataset with 1.9M reactions from patents (1976-2016). The task is: Predict the reactants needed to synthesize the given product. (1) Given the product [Br:1][C:2]1[CH:16]=[C:15](/[CH:17]=[CH:18]/[CH:19]([C:24]2[CH:25]=[C:26]([Cl:32])[C:27]([Cl:31])=[C:28]([Cl:30])[CH:29]=2)[C:20]([F:23])([F:21])[F:22])[CH:14]=[CH:13][C:3]=1[C:4]([NH:6][CH:7]1[CH2:12][CH2:11][N:10]([CH:35]2[CH2:36][O:33][CH2:34]2)[CH2:9][CH2:8]1)=[O:5], predict the reactants needed to synthesize it. The reactants are: [Br:1][C:2]1[CH:16]=[C:15](/[CH:17]=[CH:18]/[CH:19]([C:24]2[CH:29]=[C:28]([Cl:30])[C:27]([Cl:31])=[C:26]([Cl:32])[CH:25]=2)[C:20]([F:23])([F:22])[F:21])[CH:14]=[CH:13][C:3]=1[C:4]([NH:6][CH:7]1[CH2:12][CH2:11][NH:10][CH2:9][CH2:8]1)=[O:5].[O:33]1[CH2:36][C:35](=O)[CH2:34]1.C(O)(=O)C.[BH3-]C#N.[Na+]. (2) Given the product [OH:65][C:46]1([C:43]2[CH:44]=[CH:45][C:40]([O:6][CH2:7][CH2:8][N:9]3[CH2:14][CH2:13][N:12]([CH3:15])[C:11](=[O:16])[CH2:10]3)=[CH:41][C:42]=2[CH3:66])[CH2:51][CH2:50][N:49]([C:52]2[CH:53]=[CH:54][C:55]3[N:56]([C:58]([C:61]([F:64])([F:63])[F:62])=[N:59][N:60]=3)[N:57]=2)[CH2:48][CH2:47]1, predict the reactants needed to synthesize it. The reactants are: CS(Cl)(=O)=O.[OH:6][CH2:7][CH2:8][N:9]1[CH2:14][CH2:13][N:12]([CH3:15])[C:11](=[O:16])[CH2:10]1.C(N(CC)CC)C.CS(OCCN1CCN(C)C(=O)C1)(=O)=O.O[C:40]1[CH:45]=[CH:44][C:43]([C:46]2([OH:65])[CH2:51][CH2:50][N:49]([C:52]3[CH:53]=[CH:54][C:55]4[N:56]([C:58]([C:61]([F:64])([F:63])[F:62])=[N:59][N:60]=4)[N:57]=3)[CH2:48][CH2:47]2)=[C:42]([CH3:66])[CH:41]=1.C(=O)([O-])[O-].[K+].[K+]. (3) Given the product [CH:38]([O:37][C:35]([N:24]1[CH2:25][CH2:26][CH:21]([NH:20][C:16]2[CH:15]=[C:14]([N:10]3[C:11]4[C:7](=[CH:6][C:5]([S:2]([CH3:1])(=[O:4])=[O:3])=[CH:13][CH:12]=4)[CH2:8][CH2:9]3)[N:19]=[CH:18][N:17]=2)[CH2:22][CH2:23]1)=[O:36])([CH3:40])[CH3:39], predict the reactants needed to synthesize it. The reactants are: [CH3:1][S:2]([C:5]1[CH:6]=[C:7]2[C:11](=[CH:12][CH:13]=1)[N:10]([C:14]1[N:19]=[CH:18][N:17]=[C:16]([NH:20][CH:21]3[CH2:26][CH2:25][NH:24][CH2:23][CH2:22]3)[CH:15]=1)[CH2:9][CH2:8]2)(=[O:4])=[O:3].C(N(CC)CC)C.Cl[C:35]([O:37][CH:38]([CH3:40])[CH3:39])=[O:36]. (4) Given the product [Cl:14][C:12]1[CH:11]=[CH:10][C:9]([O:15][CH2:16][C:17]([N:19]2[CH2:24][C@H:23]([CH3:25])[N:22]([CH2:26][C:27]3[CH:28]=[CH:29][C:30]([F:33])=[CH:31][CH:32]=3)[CH2:21][C@H:20]2[CH3:34])=[O:18])=[C:8]([CH:13]=1)[CH2:7][P:4]([NH2:6])(=[O:3])[OH:5], predict the reactants needed to synthesize it. The reactants are: C([O:3][P:4]([CH2:7][C:8]1[CH:13]=[C:12]([Cl:14])[CH:11]=[CH:10][C:9]=1[O:15][CH2:16][C:17]([N:19]1[CH2:24][CH:23]([CH3:25])[N:22]([CH2:26][C:27]2[CH:32]=[CH:31][C:30]([F:33])=[CH:29][CH:28]=2)[CH2:21][CH:20]1[CH3:34])=[O:18])([NH2:6])=[O:5])C.C[Si](Br)(C)C. (5) The reactants are: [NH2:1][C:2]1[CH:3]=[C:4]2[C:9](=[CH:10][CH:11]=1)[N:8]=[CH:7][CH:6]=[CH:5]2.[CH2:12]1[O:20][C:19]2[CH:18]=[CH:17][C:16]([N:21]=[C:22]=[O:23])=[CH:15][C:14]=2[O:13]1. Given the product [O:20]1[C:19]2[CH:18]=[CH:17][C:16]([NH:21][C:22]([NH:1][C:2]3[CH:3]=[C:4]4[C:9](=[CH:10][CH:11]=3)[N:8]=[CH:7][CH:6]=[CH:5]4)=[O:23])=[CH:15][C:14]=2[O:13][CH2:12]1, predict the reactants needed to synthesize it.